Dataset: Forward reaction prediction with 1.9M reactions from USPTO patents (1976-2016). Task: Predict the product of the given reaction. (1) Given the reactants [Br:1]NC(=O)C.[CH:6]([Si:9]([CH:25]([CH3:27])[CH3:26])([CH:22]([CH3:24])[CH3:23])[O:10][CH:11]1[C:17]2=[N:18][CH:19]=[CH:20][CH:21]=[C:16]2[CH:15]=[CH:14][CH2:13][CH2:12]1)([CH3:8])[CH3:7].[C:28]([O-:31])(=[O:30])[CH3:29].[Li+], predict the reaction product. The product is: [C:28]([O:31][CH:15]1[C:16]2[C:17](=[N:18][CH:19]=[CH:20][CH:21]=2)[CH:11]([O:10][Si:9]([CH:6]([CH3:8])[CH3:7])([CH:22]([CH3:24])[CH3:23])[CH:25]([CH3:27])[CH3:26])[CH2:12][CH2:13][CH:14]1[Br:1])(=[O:30])[CH3:29]. (2) The product is: [Cl:8][C:5]1[N:4]=[C:3]([CH:10]2[CH2:12][CH2:11]2)[C:2]([F:1])=[CH:7][N:6]=1. Given the reactants [F:1][C:2]1[C:3](Cl)=[N:4][C:5]([Cl:8])=[N:6][CH:7]=1.[CH:10]1(B(O)O)[CH2:12][CH2:11]1.[O-]P([O-])([O-])=O.[K+].[K+].[K+], predict the reaction product. (3) Given the reactants [OH:1][C:2]1[CH:7]=[CH:6][C:5]([C:8]2[O:12][N:11]=[C:10]3[C:13]4[C:18]([CH:19]=[CH:20][C:9]=23)=[CH:17][C:16]([OH:21])=[CH:15][CH:14]=4)=[CH:4][CH:3]=1.[C:22](Cl)(=[O:26])[CH2:23][CH2:24][CH3:25].N1C=[CH:32][CH:31]=[CH:30][CH:29]=1.C([O-])(O)=[O:35].[Na+], predict the reaction product. The product is: [C:22]([O:21][C:16]1[CH:17]=[C:18]2[C:13](=[CH:14][CH:15]=1)[C:10]1=[N:11][O:12][C:8]([C:5]3[CH:4]=[CH:3][C:2]([O:1][C:29](=[O:35])[CH2:30][CH2:31][CH3:32])=[CH:7][CH:6]=3)=[C:9]1[CH:20]=[CH:19]2)(=[O:26])[CH2:23][CH2:24][CH3:25]. (4) Given the reactants [CH:1]1([NH:7][C:8]2[N:9]=[CH:10][C:11]3[CH:17]=[N:16][CH:15]=[C:14](I)[C:12]=3[N:13]=2)[CH2:6][CH2:5][CH2:4][CH2:3][CH2:2]1.C([N:26]1[C:34]2[C:29](=[CH:30][CH:31]=[C:32]([C:35]#[N:36])[CH:33]=2)[C:28](B(O)O)=[CH:27]1)(OC(C)(C)C)=O.C(=O)([O-])[O-].[K+].[K+].C1(P(C2CCCCC2)C2C=CC=CC=2C2C(OC)=CC=CC=2OC)CCCCC1.COCCOC.O, predict the reaction product. The product is: [CH:1]1([NH:7][C:8]2[N:9]=[CH:10][C:11]3[CH:17]=[N:16][CH:15]=[C:14]([C:28]4[C:29]5[C:34](=[CH:33][C:32]([C:35]#[N:36])=[CH:31][CH:30]=5)[NH:26][CH:27]=4)[C:12]=3[N:13]=2)[CH2:6][CH2:5][CH2:4][CH2:3][CH2:2]1.